Dataset: Forward reaction prediction with 1.9M reactions from USPTO patents (1976-2016). Task: Predict the product of the given reaction. Given the reactants [N:1]1[CH:6]=[CH:5][CH:4]=[C:3]([C:7]2[CH:8]=[C:9]3[N:14]([C:15]4[CH:16]=[C:17]([CH:19]=[CH:20][CH:21]=4)[NH2:18])[CH:13]=[CH:12][N:10]3[N:11]=2)[CH:2]=1.[C:22]([C:24]1[CH:25]=[C:26]([CH:30]=[C:31]([S:33]([F:38])([F:37])([F:36])([F:35])[F:34])[CH:32]=1)[C:27](O)=[O:28])#[N:23], predict the reaction product. The product is: [C:22]([C:24]1[CH:25]=[C:26]([CH:30]=[C:31]([S:33]([F:37])([F:38])([F:34])([F:35])[F:36])[CH:32]=1)[C:27]([NH:18][C:17]1[CH:19]=[CH:20][CH:21]=[C:15]([N:14]2[C:9]3[N:10]([N:11]=[C:7]([C:3]4[CH:2]=[N:1][CH:6]=[CH:5][CH:4]=4)[CH:8]=3)[CH:12]=[CH:13]2)[CH:16]=1)=[O:28])#[N:23].